This data is from Reaction yield outcomes from USPTO patents with 853,638 reactions. The task is: Predict the reaction yield, written as a fraction of the theoretical maximum amount of product (1.0 means a 100% yield; for example, 0.34 means a 34% yield). The reactants are [Cl:1][C:2]1[CH:7]=[CH:6][C:5]([N+:8]([O-])=O)=[CH:4][C:3]=1[C:11]([CH3:13])=[CH2:12]. The catalyst is C(O)C.[Pt]. The product is [Cl:1][C:2]1[CH:7]=[CH:6][C:5]([NH2:8])=[CH:4][C:3]=1[CH:11]([CH3:13])[CH3:12]. The yield is 0.990.